From a dataset of B-cell epitopes from IEDB database with 3,159 antigens for binding position prediction. Token-level Classification. Given an antigen amino acid sequence, predict which amino acid positions are active epitope sites capable of antibody binding. Output is a list of indices for active positions. (1) Given the antigen sequence: MTSFQEVPLQTSNFAHVIFQNVAKSYLPNAHLECHYTLTPYIHPHPKDWVGIFKVGWSTARDYYTFLWSPMPEHYVEGSTVNCVLAFQGYYLPNDDGEFYQFCYVTHKGEIRGASTPFQFRASSPVEELLTMEDEGNSDMLVVTTKAGLLELKIEKTMKEKEELLKLIAVLEKETAQLREQVGRMERELNHEKERCDQLQAEQKGLTEVTQSLKMENEEFKKRFSDATSKAHQLEEDIVSVTHKAIEKETELDSLKDKLKKAQHEREQLECQLKTEKDEKELYKVHLKNTEIENTKLMSEVQTLKNLDGNKESVITHFKEEIGRLQLCLAEKENLQRTFLLTTSSKEDTCFLKEQLRKAEEQVQATRQEVVFLAKELSDAVNVRDRTMADLHTARLENEKVKKQLADAVAELKLNAMKKDQDKTDTLEHELRREVEDLKLRLQMAADHYKEKFKECQRLQKQINKLSDQSANNNNVFTKKTGNQQKVNDASVNTDPATSA..., which amino acid positions are active epitope sites? The epitope positions are: [218, 219, 220, 221, 222, 223, 224, 225, 226, 227, 228, 229, 230, 231, 232]. The amino acids at these positions are: EFKKRFSDATSKAHQ. (2) Given the antigen sequence: MGAAASIQTTVNTLSERISSKLEQEANASAQTKCDIEIGNFYIRQNHGCNLTVKNMCSADADAQLDAVLSAATETYSGLTPEQKAYVPAMFTAALNIQTSVNTVVRDFENYVKQTCNSSAVVDNKLKIQNVIIDECYGAPGSPTNLEFINTGSSKGNCAIKALMQLTTKATTQIAPKQVAGTGVQFYMIVIGVIILAALFMYYAKRMLFTSTNDKIKLILANKENVHWTTYMDTFFRTSPMVIATTDMQN, which amino acid positions are active epitope sites? The epitope positions are: [117, 118, 119, 120, 121, 122, 123, 124, 125, 126, 127]. The amino acids at these positions are: SSAVVDNKLKI.